Dataset: Full USPTO retrosynthesis dataset with 1.9M reactions from patents (1976-2016). Task: Predict the reactants needed to synthesize the given product. (1) Given the product [C:17]([O:20][C@@H:21]1[C@@H:33]([O:34][C:35](=[O:37])[CH3:36])[C@H:32]([O:38][C:39](=[O:41])[CH3:40])[C@@H:31]([CH2:42][O:43][C:44](=[O:46])[CH3:45])[O:30][C@H:22]1[O:14][C:9]1[CH:10]=[CH:11][CH:12]=[CH:13][C:8]=1[CH2:7][C:6]1[CH:15]=[CH:16][C:3]([O:2][CH3:1])=[CH:4][CH:5]=1)(=[O:19])[CH3:18], predict the reactants needed to synthesize it. The reactants are: [CH3:1][O:2][C:3]1[CH:16]=[CH:15][C:6]([CH2:7][C:8]2[CH:13]=[CH:12][CH:11]=[CH:10][C:9]=2[OH:14])=[CH:5][CH:4]=1.[C:17]([O:20][C@@H:21]1[C@@H:33]([O:34][C:35](=[O:37])[CH3:36])[C@H:32]([O:38][C:39](=[O:41])[CH3:40])[C@@H:31]([CH2:42][O:43][C:44](=[O:46])[CH3:45])[O:30][C@@H:22]1OC(=N)C(Cl)(Cl)Cl)(=[O:19])[CH3:18]. (2) Given the product [N:11]1([C:14]2[C:18]3[S:19][CH:20]=[CH:21][C:17]=3[O:16][N:15]=2)[CH2:10][CH2:9][NH:8][CH2:13][CH2:12]1, predict the reactants needed to synthesize it. The reactants are: C(OC([N:8]1[CH2:13][CH2:12][N:11]([C:14]2[C:18]3[S:19][CH:20]=[CH:21][C:17]=3[O:16][N:15]=2)[CH2:10][CH2:9]1)=O)(C)(C)C.Cl. (3) Given the product [Br:1][C:2]1[CH:3]=[CH:4][C:5]([Cl:11])=[C:6]([CH:10]=1)[CH2:7][OH:8], predict the reactants needed to synthesize it. The reactants are: [Br:1][C:2]1[CH:3]=[CH:4][C:5]([Cl:11])=[C:6]([CH:10]=1)[C:7](O)=[O:8].